This data is from Reaction yield outcomes from USPTO patents with 853,638 reactions. The task is: Predict the reaction yield, written as a fraction of the theoretical maximum amount of product (1.0 means a 100% yield; for example, 0.34 means a 34% yield). (1) The yield is 0.0900. The product is [Cl:45][C:44]1[CH:43]=[C:42]2[C:38]([C:39]([C:46]([OH:48])=[O:47])=[N:40][NH:41]2)=[CH:37][C:36]=1[C:23]1[CH:24]=[CH:25][C:26]([CH:29]2[CH2:34][CH2:33][CH2:32][CH2:31][CH2:30]2)=[CH:27][CH:28]=1. The catalyst is O1CCOCC1.C1(C)C=CC=CC=1.CCO.C1C=CC(P(C2C=CC=CC=2)[C-]2C=CC=C2)=CC=1.C1C=CC(P(C2C=CC=CC=2)[C-]2C=CC=C2)=CC=1.Cl[Pd]Cl.[Fe+2].C1C=CC(P(C2C=CC=CC=2)[C-]2C=CC=C2)=CC=1.C1C=CC(P(C2C=CC=CC=2)[C-]2C=CC=C2)=CC=1.Cl[Pd]Cl.[Fe+2].ClCCl. The reactants are CC1(C)COB(B2OCC(C)(C)CO2)OC1.C([O-])(=O)C.[K+].Br[C:23]1[CH:28]=[CH:27][C:26]([CH:29]2[CH2:34][CH2:33][CH2:32][CH2:31][CH2:30]2)=[CH:25][CH:24]=1.Br[C:36]1[CH:37]=[C:38]2[C:42](=[CH:43][C:44]=1[Cl:45])[NH:41][N:40]=[C:39]2[C:46]([OH:48])=[O:47].C(=O)([O-])[O-].[K+].[K+]. (2) The reactants are [NH2:1][C:2]1[S:3][C:4]2[C:10]([CH:11]=O)=[CH:9][CH:8]=[C:7]([O:13][CH3:14])[C:5]=2[N:6]=1.[NH:15]1[CH2:20][CH2:19][O:18][CH2:17][CH2:16]1.C(O)(=O)C.[BH-](OC(C)=O)(OC(C)=O)OC(C)=O.[Na+].C([O-])(O)=O.[Na+]. The catalyst is C1COCC1.O. The product is [CH3:14][O:13][C:7]1[C:5]2[N:6]=[C:2]([NH2:1])[S:3][C:4]=2[C:10]([CH2:11][N:15]2[CH2:20][CH2:19][O:18][CH2:17][CH2:16]2)=[CH:9][CH:8]=1. The yield is 0.730. (3) The reactants are [F:1][C:2]1[CH:3]=[C:4]([CH:19]=[C:20]([F:22])[CH:21]=1)[CH2:5][N:6]1[C:14]2[C:9](=[CH:10][CH:11]=[C:12]([NH:15][C:16](=[O:18])[CH3:17])[CH:13]=2)[CH:8]=[CH:7]1.[N+:23]([C:26]1[CH:31]=[CH:30][CH:29]=[CH:28][C:27]=1[S:32]Cl)([O-:25])=[O:24]. The catalyst is C(OCC)C. The product is [F:22][C:20]1[CH:19]=[C:4]([CH:3]=[C:2]([F:1])[CH:21]=1)[CH2:5][N:6]1[C:14]2[C:9](=[CH:10][CH:11]=[C:12]([NH:15][C:16](=[O:18])[CH3:17])[CH:13]=2)[C:8]([S:32][C:27]2[CH:28]=[CH:29][CH:30]=[CH:31][C:26]=2[N+:23]([O-:25])=[O:24])=[CH:7]1. The yield is 0.960. (4) The reactants are C(O[C:4](=[O:10])[C:5]([O:7][CH2:8][CH3:9])=[O:6])C.[CH2:11]([NH2:13])[CH3:12]. The catalyst is CCCCCCCC[N+](CCCCCCCC)(CCCCCCCC)C.[Cl-].ClCCl.O. The product is [CH2:8]([O:7][C:5](=[O:6])[C:4]([NH:13][CH2:11][CH3:12])=[O:10])[CH3:9]. The yield is 0.413. (5) The reactants are C(O[CH:6]1[C:11](=O)[CH2:10][CH2:9][N:8]([C:13]([O:15][C:16]([CH3:19])([CH3:18])[CH3:17])=[O:14])[CH2:7]1)/C=C/C.[CH2:20]([NH2:27])[C:21]1[CH:26]=[CH:25][CH:24]=[CH:23][CH:22]=1.C(O[BH-](O[C:38](=[O:40])[CH3:39])OC(=O)C)(=O)C.[Na+].Cl[CH2:43][CH2:44]Cl. No catalyst specified. The product is [CH2:20]([NH:27][C@H:11]1[CH2:6][CH2:7][N:8]([C:13]([O:15][C:16]([CH3:17])([CH3:18])[CH3:19])=[O:14])[C@@H:9]([O:40][CH2:38]/[CH:39]=[CH:43]/[CH3:44])[CH2:10]1)[C:21]1[CH:26]=[CH:25][CH:24]=[CH:23][CH:22]=1. The yield is 0.990. (6) The reactants are [C:1]([O:5][C:6](=[O:18])[NH:7][C:8]1[CH:13]=[C:12]([N+:14]([O-])=O)[CH:11]=[CH:10][C:9]=1[CH3:17])([CH3:4])([CH3:3])[CH3:2]. The catalyst is C(O)C. The product is [C:1]([O:5][C:6](=[O:18])[NH:7][C:8]1[CH:13]=[C:12]([NH2:14])[CH:11]=[CH:10][C:9]=1[CH3:17])([CH3:4])([CH3:3])[CH3:2]. The yield is 1.00. (7) The reactants are [CH2:1]([N:8]1[CH2:17][CH2:16][C:15]2[NH:14][C:13](=O)[CH:12]=[CH:11][C:10]=2[CH2:9]1)[C:2]1[CH:7]=[CH:6][CH:5]=[CH:4][CH:3]=1.P(Cl)(Cl)([Cl:21])=O. The catalyst is O.[Cl-].C([N+](CC)(CC)CC)C. The product is [CH2:1]([N:8]1[CH2:17][CH2:16][C:15]2[N:14]=[C:13]([Cl:21])[CH:12]=[CH:11][C:10]=2[CH2:9]1)[C:2]1[CH:7]=[CH:6][CH:5]=[CH:4][CH:3]=1. The yield is 0.810.